From a dataset of Full USPTO retrosynthesis dataset with 1.9M reactions from patents (1976-2016). Predict the reactants needed to synthesize the given product. (1) Given the product [NH2:8][C:9]1[N:10]=[C:11]([C:26]2[CH:27]=[CH:28][CH:29]=[CH:30][CH:31]=2)[C:12]([C:16]2[CH:17]=[CH:18][C:19](=[O:25])[N:20]([CH:22]([CH3:24])[CH3:23])[CH:21]=2)=[N:13][C:14]=1[N:1]1[CH:5]=[CH:4][CH:3]=[N:2]1, predict the reactants needed to synthesize it. The reactants are: [NH:1]1[CH:5]=[CH:4][CH:3]=[N:2]1.[H-].[Na+].[NH2:8][C:9]1[N:10]=[C:11]([C:26]2[CH:31]=[CH:30][CH:29]=[CH:28][CH:27]=2)[C:12]([C:16]2[CH:17]=[CH:18][C:19](=[O:25])[N:20]([CH:22]([CH3:24])[CH3:23])[CH:21]=2)=[N:13][C:14]=1Br.CCOC(C)=O. (2) Given the product [C:17]([O:21][C:22]([NH:8][C@@H:4]([CH2:3][CH:2]=[CH2:1])[C:5]([OH:7])=[O:6])=[O:23])([CH3:20])([CH3:19])[CH3:18], predict the reactants needed to synthesize it. The reactants are: [CH2:1]=[CH:2][CH2:3][C@H:4]([NH2:8])[C:5]([OH:7])=[O:6].C(N(CC)CC)C.O.[C:17]([O:21][C:22](O[C:22]([O:21][C:17]([CH3:20])([CH3:19])[CH3:18])=[O:23])=[O:23])([CH3:20])([CH3:19])[CH3:18]. (3) Given the product [CH3:47][O:48][CH2:49][O:15][C:14](=[O:16])[C:13]1[CH:12]=[CH:11][C:10]([CH2:9][O:8][C:7]2[CH:19]=[C:20]([C:23]([F:25])([F:24])[F:26])[CH:21]=[CH:22][C:6]=2[N:5]([S:27]([C:30]2[CH:31]=[CH:32][CH:33]=[CH:34][CH:35]=2)(=[O:28])=[O:29])[CH2:4][C:1]([O:3][CH2:68][O:69][CH3:70])=[O:2])=[CH:18][CH:17]=1, predict the reactants needed to synthesize it. The reactants are: [C:1]([CH2:4][N:5]([S:27]([C:30]1[CH:35]=[CH:34][CH:33]=[CH:32][CH:31]=1)(=[O:29])=[O:28])[C:6]1[CH:22]=[CH:21][C:20]([C:23]([F:26])([F:25])[F:24])=[CH:19][C:7]=1[O:8][CH2:9][C:10]1[CH:18]=[CH:17][C:13]([C:14]([OH:16])=[O:15])=[CH:12][CH:11]=1)([OH:3])=[O:2].C1(S(NC2C=CC(C(F)(F)F)=C[C:47]=2[O:48][CH2:49]C2C=CC(C(OC)=O)=CC=2)(=O)=O)C=CC=CC=1.[CH3:68][O:69][CH2:70]Cl.C(N(CC)CC)C. (4) Given the product [CH2:1]([C@H:8]([NH:13][C:14](=[O:20])[O:15][C:16]([CH3:19])([CH3:18])[CH3:17])[C:9](=[O:12])[CH2:10][CH2:11][N:22]([CH3:23])[CH3:21])[C:2]1[CH:7]=[CH:6][CH:5]=[CH:4][CH:3]=1, predict the reactants needed to synthesize it. The reactants are: [CH2:1]([C@H:8]([NH:13][C:14](=[O:20])[O:15][C:16]([CH3:19])([CH3:18])[CH3:17])[C:9](=[O:12])[CH:10]=[CH2:11])[C:2]1[CH:7]=[CH:6][CH:5]=[CH:4][CH:3]=1.[CH3:21][NH:22][CH3:23].